From a dataset of Reaction yield outcomes from USPTO patents with 853,638 reactions. Predict the reaction yield, written as a fraction of the theoretical maximum amount of product (1.0 means a 100% yield; for example, 0.34 means a 34% yield). (1) The reactants are [CH3:1][O:2][C:3]1[CH:4]=[C:5]([C:12]2[CH:17]=[CH:16][N:15]=[CH:14][CH:13]=2)[CH:6]=[CH:7][C:8]=1[N+:9]([O-])=O. The catalyst is CC(O)=O.CC(O)C.[Pt]=O. The product is [CH3:1][O:2][C:3]1[CH:4]=[C:5]([CH:12]2[CH2:17][CH2:16][NH:15][CH2:14][CH2:13]2)[CH:6]=[CH:7][C:8]=1[NH2:9]. The yield is 0.120. (2) The reactants are C([N:8]1[CH2:31][CH:30]([C:32]2[N:33]([CH3:37])[CH:34]=[CH:35][N:36]=2)[O:29][C:10]2([CH2:15][CH2:14][N:13]([C:16]([C:18]3[CH:23]=[CH:22][C:21]([O:24][CH:25]([CH3:27])[CH3:26])=[C:20]([CH3:28])[CH:19]=3)=[O:17])[CH2:12][CH2:11]2)[CH2:9]1)C1C=CC=CC=1.C([O-])=O.[NH4+]. The catalyst is CCO.C(OCC)(=O)C.[OH-].[OH-].[Pd+2]. The product is [CH:25]([O:24][C:21]1[CH:22]=[CH:23][C:18]([C:16]([N:13]2[CH2:14][CH2:15][C:10]3([O:29][CH:30]([C:32]4[N:33]([CH3:37])[CH:34]=[CH:35][N:36]=4)[CH2:31][NH:8][CH2:9]3)[CH2:11][CH2:12]2)=[O:17])=[CH:19][C:20]=1[CH3:28])([CH3:27])[CH3:26]. The yield is 0.940. (3) The reactants are Br[C:2]1[C:11]([C:12]2[CH:17]=[CH:16][C:15]([F:18])=[CH:14][CH:13]=2)=[CH:10][C:9]([O:19][CH3:20])=[C:8]2[C:3]=1[C:4](=[O:29])[N:5]([CH2:21][O:22][CH2:23][CH2:24][Si:25]([CH3:28])([CH3:27])[CH3:26])[CH:6]=[N:7]2.[NH:30]1CCC[C@H:31]1C(O)=O.[Cu]C#N. The catalyst is CN(C)C=O. The product is [F:18][C:15]1[CH:16]=[CH:17][C:12]([C:11]2[CH:10]=[C:9]([O:19][CH3:20])[C:8]3[N:7]=[CH:6][N:5]([CH2:21][O:22][CH2:23][CH2:24][Si:25]([CH3:28])([CH3:27])[CH3:26])[C:4](=[O:29])[C:3]=3[C:2]=2[C:31]#[N:30])=[CH:13][CH:14]=1. The yield is 0.610. (4) The reactants are [CH3:1][O:2][C:3]1[CH:8]=[CH:7][C:6]([N:9]2[C:13]([C:14]3[CH:19]=[CH:18][C:17]([O:20][CH3:21])=[CH:16][CH:15]=3)=[N:12][C:11]([S:22][CH3:23])=[N:10]2)=[CH:5][CH:4]=1.ClC1C=CC=C(C(OO)=[O:32])C=1. The catalyst is ClCCl. The product is [CH3:1][O:2][C:3]1[CH:4]=[CH:5][C:6]([N:9]2[C:13]([C:14]3[CH:19]=[CH:18][C:17]([O:20][CH3:21])=[CH:16][CH:15]=3)=[N:12][C:11]([S:22]([CH3:23])=[O:32])=[N:10]2)=[CH:7][CH:8]=1. The yield is 0.966. (5) The reactants are [NH2:1][C:2]1[CH:12]=[CH:11][C:5]([C:6]([O:8][CH2:9][CH3:10])=[O:7])=[CH:4][CH:3]=1.[C:13]1(=O)[CH2:18][CH2:17][CH2:16][CH2:15][CH2:14]1.C(O[BH-](OC(=O)C)OC(=O)C)(=O)C.[Na+].O. The catalyst is O1CCCC1.C(O)(=O)C. The product is [CH:13]1([NH:1][C:2]2[CH:3]=[CH:4][C:5]([C:6]([O:8][CH2:9][CH3:10])=[O:7])=[CH:11][CH:12]=2)[CH2:18][CH2:17][CH2:16][CH2:15][CH2:14]1. The yield is 0.840. (6) The reactants are [I-:1].[Na+].Cl[CH:4]([O:6][C:7](=[O:11])[CH:8]([CH3:10])[CH3:9])[CH3:5]. The catalyst is CC#N. The product is [I:1][CH:4]([O:6][C:7](=[O:11])[CH:8]([CH3:10])[CH3:9])[CH3:5]. The yield is 0.460.